Dataset: Forward reaction prediction with 1.9M reactions from USPTO patents (1976-2016). Task: Predict the product of the given reaction. (1) Given the reactants [H-].[Na+].[Cl:3][C:4]1[CH:5]=[C:6]2[C:14](=[CH:15][CH:16]=1)[NH:13][C:12]1[CH2:11][CH2:10][CH:9]([NH:17][C:18](=[O:22])[CH:19]([CH3:21])[CH3:20])[CH2:8][C:7]2=1.[N+:23]([C:26]1[CH:33]=[CH:32][CH:31]=[CH:30][C:27]=1[CH2:28]Br)([O-:25])=[O:24].O, predict the reaction product. The product is: [Cl:3][C:4]1[CH:5]=[C:6]2[C:14](=[CH:15][CH:16]=1)[N:13]([CH2:28][C:27]1[CH:30]=[CH:31][CH:32]=[CH:33][C:26]=1[N+:23]([O-:25])=[O:24])[C:12]1[CH2:11][CH2:10][CH:9]([NH:17][C:18](=[O:22])[CH:19]([CH3:20])[CH3:21])[CH2:8][C:7]2=1. (2) Given the reactants [C:1]([NH:4][C:5]1[CH:10]=[C:9]([C:11]2[S:12][C:13]([C:23]([O:25]CC)=[O:24])=[C:14]([C:16]3[CH:21]=[CH:20][CH:19]=[CH:18][C:17]=3[Cl:22])[N:15]=2)[CH:8]=[CH:7][N:6]=1)(=[O:3])[CH3:2].O.[OH-].[Li+].Cl, predict the reaction product. The product is: [C:1]([NH:4][C:5]1[CH:10]=[C:9]([C:11]2[S:12][C:13]([C:23]([OH:25])=[O:24])=[C:14]([C:16]3[CH:21]=[CH:20][CH:19]=[CH:18][C:17]=3[Cl:22])[N:15]=2)[CH:8]=[CH:7][N:6]=1)(=[O:3])[CH3:2]. (3) Given the reactants [OH:1][C:2]1[CH:3]=[C:4]2[C:9](=[CH:10][CH:11]=1)[C:8]([C:12]([OH:14])=[O:13])=[CH:7][CH:6]=[CH:5]2.C(=O)([O-])[O-].[Cs+].[Cs+].Cl[C:22]1[C:31]2[C:26](=[CH:27][C:28]([O:34][CH3:35])=[C:29]([O:32][CH3:33])[CH:30]=2)[N:25]=[CH:24][C:23]=1[C:36]([NH2:38])=[O:37], predict the reaction product. The product is: [C:36]([C:23]1[CH:24]=[N:25][C:26]2[C:31]([C:22]=1[O:1][C:2]1[CH:3]=[C:4]3[C:9](=[CH:10][CH:11]=1)[C:8]([C:12]([OH:14])=[O:13])=[CH:7][CH:6]=[CH:5]3)=[CH:30][C:29]([O:32][CH3:33])=[C:28]([O:34][CH3:35])[CH:27]=2)(=[O:37])[NH2:38]. (4) Given the reactants CN(C(ON1N=NC2C=CC=NC1=2)=[N+](C)C)C.F[P-](F)(F)(F)(F)F.[C:25]([OH:31])([C:27]([F:30])([F:29])[F:28])=[O:26].N1CCC[C@H]1C1NC(C2SC(C3SC(C4NC([C@@H]5CCCN5)=NC=4)=NC=3)=CN=2)=CN=1.C[O:63][C:64]([NH:66][C@H](C(C)C)C(O)=O)=[O:65].CCN(C(C)C)C(C)C, predict the reaction product. The product is: [F:28][C:27]([F:30])([F:29])[C:25]([O-:31])=[O:26].[C:64](=[O:63])([O-:65])[NH2:66]. (5) Given the reactants S(Cl)([Cl:3])=O.[CH2:5]([N:12]([CH2:16][C:17]1[N:18]=[CH:19][NH:20][C:21]=1[C:22]([O:24][CH3:25])=[O:23])[CH2:13][CH2:14]O)[C:6]1[CH:11]=[CH:10][CH:9]=[CH:8][CH:7]=1, predict the reaction product. The product is: [CH2:5]([N:12]([CH2:16][C:17]1[N:18]=[CH:19][NH:20][C:21]=1[C:22]([O:24][CH3:25])=[O:23])[CH2:13][CH2:14][Cl:3])[C:6]1[CH:11]=[CH:10][CH:9]=[CH:8][CH:7]=1. (6) Given the reactants CO[C:3](=[O:22])[C@@H:4]([NH:14][C:15]([O:17][C:18]([CH3:21])([CH3:20])[CH3:19])=[O:16])[CH2:5][C:6]1[CH:11]=[C:10]([F:12])[CH:9]=[C:8]([F:13])[CH:7]=1.I[CH2:24][Cl:25].[Li+].CC([N-]C(C)C)C.C(O)(=O)C, predict the reaction product. The product is: [Cl:25][CH2:24][C:3](=[O:22])[C@@H:4]([NH:14][C:15](=[O:16])[O:17][C:18]([CH3:19])([CH3:20])[CH3:21])[CH2:5][C:6]1[CH:7]=[C:8]([F:13])[CH:9]=[C:10]([F:12])[CH:11]=1. (7) The product is: [O:9]1[C:5]2[CH:4]=[CH:3][CH:2]=[CH:11][C:6]=2[N:7]=[CH:8]1. Given the reactants Cl[C:2]1[CH:3]=[CH:4][C:5]2[O:9][C:8](C)=[N:7][C:6]=2[CH:11]=1.COC1C=CC=C(OC)C=1C1C=CC=CC=1P(C1CCCCC1)C1CCCCC1, predict the reaction product. (8) Given the reactants [F:1][C:2]1[CH:25]=[CH:24][C:5]([CH2:6][O:7][CH2:8][C:9]([NH:11][CH2:12][CH2:13][CH2:14][CH2:15][N:16]2[CH2:19][CH:18]([C:20](OC)=O)[CH2:17]2)=[O:10])=[CH:4][CH:3]=1.[Li+].[OH-].F[P-](F)(F)(F)(F)F.[N:35]1(O[P+](N(C)C)(N(C)C)N(C)C)[C:39]2[CH:40]=[CH:41][CH:42]=[CH:43][C:38]=2[N:37]=N1.C1(N)C=CC=CC=1N.CCN(CC)CC, predict the reaction product. The product is: [NH:35]1[C:39]2[CH:40]=[CH:41][CH:42]=[CH:43][C:38]=2[N:37]=[C:20]1[CH:18]1[CH2:17][N:16]([CH2:15][CH2:14][CH2:13][CH2:12][NH:11][C:9](=[O:10])[CH2:8][O:7][CH2:6][C:5]2[CH:4]=[CH:3][C:2]([F:1])=[CH:25][CH:24]=2)[CH2:19]1.